This data is from Forward reaction prediction with 1.9M reactions from USPTO patents (1976-2016). The task is: Predict the product of the given reaction. The product is: [ClH:50].[ClH:50].[NH2:29][C:15]([CH2:37][CH2:38][N:39]([CH2:42][C:43]1[CH:44]=[CH:45][CH:46]=[CH:47][CH:48]=1)[CH2:40][CH3:41])([CH2:16][CH2:17][CH2:18][CH2:19][B:20]([OH:21])[OH:24])[C:14]([OH:49])=[O:13]. Given the reactants C(NCC1C=CC=CC=1)C.C([O:13][C:14](=[O:49])[C:15]([CH2:37][CH2:38][N:39]([CH2:42][C:43]1[CH:48]=[CH:47][CH:46]=[CH:45][CH:44]=1)[CH2:40][CH3:41])([NH:29]C(OC(C)(C)C)=O)[CH2:16][CH2:17][CH2:18][CH2:19][B:20]1[O:24]C(C)(C)C(C)(C)[O:21]1)C.[ClH:50], predict the reaction product.